Dataset: Reaction yield outcomes from USPTO patents with 853,638 reactions. Task: Predict the reaction yield, written as a fraction of the theoretical maximum amount of product (1.0 means a 100% yield; for example, 0.34 means a 34% yield). (1) The product is [N:5]1([C:4]2[CH:6]=[CH:7][C:8]([O:10][CH3:11])=[CH:9][C:3]=2[O:2][CH3:1])[CH2:16][CH2:15][CH2:14][CH2:13]1. The reactants are [CH3:1][O:2][C:3]1[CH:9]=[C:8]([O:10][CH3:11])[CH:7]=[CH:6][C:4]=1[NH2:5].Br[CH2:13][CH2:14][CH2:15][CH2:16]Br.C(=O)([O-])[O-].[K+].[K+]. The yield is 0.630. The catalyst is CN(C)C=O. (2) The reactants are [S:1]1[CH:5]=[CH:4][C:3]2[C:6]([C:10]3[CH:11]=[C:12]([NH:26][C:27]4[CH:28]=[N:29][CH:30]=[CH:31][CH:32]=4)[CH:13]=[C:14]([O:16]CC4C=CC(OC)=CC=4)[CH:15]=3)=[CH:7][CH:8]=[CH:9][C:2]1=2.C1(SC)C=CC=CC=1.FC(F)(F)C(O)=O. The yield is 0.580. The product is [S:1]1[CH:5]=[CH:4][C:3]2[C:6]([C:10]3[CH:15]=[C:14]([OH:16])[CH:13]=[C:12]([NH:26][C:27]4[CH:28]=[N:29][CH:30]=[CH:31][CH:32]=4)[CH:11]=3)=[CH:7][CH:8]=[CH:9][C:2]1=2. The catalyst is C(Cl)Cl. (3) The reactants are [Cl:1][C:2]1[CH:3]=[C:4]([NH:9][C:10]2[C:19]3[C:14](=[CH:15][C:16]([O:28][CH2:29][CH3:30])=[C:17]([NH:20][C:21](=[O:27])/[CH:22]=[CH:23]/[CH2:24][NH:25][CH3:26])[CH:18]=3)[N:13]=[CH:12][C:11]=2[C:31]#[N:32])[CH:5]=[CH:6][C:7]=1[F:8].S(O[CH2:38][CH2:39][F:40])(C)(=O)=O.C(N(CC)CC)C. The catalyst is C(Cl)Cl. The product is [Cl:1][C:2]1[CH:3]=[C:4]([NH:9][C:10]2[C:19]3[C:14](=[CH:15][C:16]([O:28][CH2:29][CH3:30])=[C:17]([NH:20][C:21](=[O:27])/[CH:22]=[CH:23]/[CH2:24][N:25]([CH2:38][CH2:39][F:40])[CH3:26])[CH:18]=3)[N:13]=[CH:12][C:11]=2[C:31]#[N:32])[CH:5]=[CH:6][C:7]=1[F:8]. The yield is 0.330. (4) The reactants are [Cl:1][C:2]1[N:7]=[C:6]([C:8]([OH:10])=O)[CH:5]=[N:4][CH:3]=1.C[N:12]1C(=O)CCC1.ClC(OCC(C)C)=O.[NH4+].[OH-]. The catalyst is CN(C=O)C. The product is [Cl:1][C:2]1[N:7]=[C:6]([C:8]([NH2:12])=[O:10])[CH:5]=[N:4][CH:3]=1. The yield is 0.340. (5) The catalyst is O1CCOCC1.C1C=CC(P(C2C=CC=CC=2)[C-]2C=CC=C2)=CC=1.C1C=CC(P(C2C=CC=CC=2)[C-]2C=CC=C2)=CC=1.Cl[Pd]Cl.[Fe+2]. The reactants are Br[C:2]1[C:3]2[N:4]([CH:20]=[N:21][N:22]=2)[C:5]([NH:8][CH2:9][C:10]2[C:15]3[CH:16]=[CH:17][O:18][C:14]=3[CH:13]=[CH:12][C:11]=2[F:19])=[N:6][CH:7]=1.[CH3:23][C:24]1[C:29](B2OC(C)(C)C(C)(C)O2)=[CH:28][CH:27]=[CH:26][N:25]=1.C([O-])(O)=O.[Na+].O. The product is [F:19][C:11]1[CH:12]=[CH:13][C:14]2[O:18][CH:17]=[CH:16][C:15]=2[C:10]=1[CH2:9][NH:8][C:5]1[N:4]2[CH:20]=[N:21][N:22]=[C:3]2[C:2]([C:29]2[C:24]([CH3:23])=[N:25][CH:26]=[CH:27][CH:28]=2)=[CH:7][N:6]=1. The yield is 0.480. (6) The reactants are Br[CH2:2][C:3]([CH3:5])=[CH2:4].[Br:6][C:7]1[CH:12]=[CH:11][C:10]([N+:13]([O-:15])=[O:14])=[CH:9][C:8]=1[NH:16][C:17](=[O:19])[CH3:18].C(=O)([O-])[O-].[K+].[K+]. The catalyst is CN(C=O)C. The product is [Br:6][C:7]1[CH:12]=[CH:11][C:10]([N+:13]([O-:15])=[O:14])=[CH:9][C:8]=1[N:16]([CH2:2][C:3]([CH3:5])=[CH2:4])[C:17](=[O:19])[CH3:18]. The yield is 0.850. (7) The reactants are C(N1C=C(C(=O)C=C(O)C(OC)=O)C(=O)N(CC2C=CC=CC=2)C1=O)C1C=CC=CC=1.[F:32][C:33]1[CH:64]=[CH:63][CH:62]=[CH:61][C:34]=1[CH2:35][N:36]1[CH:41]=[C:40]([C:42](=[O:50])[CH:43]=[C:44]([OH:49])[C:45]([O:47]C)=[O:46])[C:39](=[O:51])[N:38]([CH2:52][C:53]2[CH:58]=[CH:57][CH:56]=[CH:55][C:54]=2[F:59])[C:37]1=[O:60]. The yield is 0.565. No catalyst specified. The product is [F:32][C:33]1[CH:64]=[CH:63][CH:62]=[CH:61][C:34]=1[CH2:35][N:36]1[CH:41]=[C:40]([C:42](=[O:50])[CH:43]=[C:44]([OH:49])[C:45]([OH:47])=[O:46])[C:39](=[O:51])[N:38]([CH2:52][C:53]2[CH:58]=[CH:57][CH:56]=[CH:55][C:54]=2[F:59])[C:37]1=[O:60].